This data is from CYP2C19 inhibition data for predicting drug metabolism from PubChem BioAssay. The task is: Regression/Classification. Given a drug SMILES string, predict its absorption, distribution, metabolism, or excretion properties. Task type varies by dataset: regression for continuous measurements (e.g., permeability, clearance, half-life) or binary classification for categorical outcomes (e.g., BBB penetration, CYP inhibition). Dataset: cyp2c19_veith. The compound is CCC(C)NS(=O)(=O)c1ccc(NC(=O)CCC2CCCCC2)cc1. The result is 0 (non-inhibitor).